Dataset: Full USPTO retrosynthesis dataset with 1.9M reactions from patents (1976-2016). Task: Predict the reactants needed to synthesize the given product. (1) Given the product [C:8]([C:1]([C:2]1[CH:7]=[CH:6][CH:5]=[CH:4][CH:3]=1)([CH2:21][C:22]([O:24][CH2:25][CH3:26])=[O:23])[CH2:21][C:22]([O:24][CH2:25][CH3:26])=[O:23])#[N:9], predict the reactants needed to synthesize it. The reactants are: [CH2:1]([C:8]#[N:9])[C:2]1[CH:7]=[CH:6][CH:5]=[CH:4][CH:3]=1.[Li+].C[Si]([N-][Si](C)(C)C)(C)C.Br[CH2:21][C:22]([O:24][CH2:25][CH3:26])=[O:23]. (2) Given the product [Cl:1][C:2]1[C:7]([F:8])=[CH:6][CH:5]=[C:4]([Cl:9])[C:3]=1[CH:10]([O:12][C:14]1[C:15]([N+:20]([O-:22])=[O:21])=[N:16][CH:17]=[CH:18][CH:19]=1)[CH3:11], predict the reactants needed to synthesize it. The reactants are: [Cl:1][C:2]1[C:7]([F:8])=[CH:6][CH:5]=[C:4]([Cl:9])[C:3]=1[CH:10]([OH:12])[CH3:11].O[C:14]1[C:15]([N+:20]([O-:22])=[O:21])=[N:16][CH:17]=[CH:18][CH:19]=1.C1(P(C2C=CC=CC=2)C2C=CC=CC=2)C=CC=CC=1.N(C(OC(C)C)=O)=NC(OC(C)C)=O. (3) Given the product [Cl:11][C:12]1[CH:20]=[C:19]([CH:23]=[O:24])[C:15]([C:16]([OH:18])=[O:17])=[CH:14][N:13]=1, predict the reactants needed to synthesize it. The reactants are: CC1CCCN(C)C1(C)C.[Cl:11][C:12]1[CH:20]=[CH:19][C:15]([C:16]([OH:18])=[O:17])=[CH:14][N:13]=1.CN(C)[CH:23]=[O:24]. (4) Given the product [CH3:16][C@H:15]1[N:10]([C:4]2[CH:3]=[C:2]([C:33]3[CH:32]=[C:31]4[C:36]([C:28]([CH3:27])=[N:29][NH:30]4)=[CH:35][CH:34]=3)[N:7]=[C:6]([NH:8][CH3:9])[N:5]=2)[CH2:11][C@@H:12]([C:17]([NH:19][CH2:20][C:21]2[CH:26]=[CH:25][CH:24]=[CH:23][CH:22]=2)=[O:18])[CH2:13][CH2:14]1, predict the reactants needed to synthesize it. The reactants are: Cl[C:2]1[N:7]=[C:6]([NH:8][CH3:9])[N:5]=[C:4]([N:10]2[C@H:15]([CH3:16])[CH2:14][CH2:13][C@H:12]([C:17]([NH:19][CH2:20][C:21]3[CH:26]=[CH:25][CH:24]=[CH:23][CH:22]=3)=[O:18])[CH2:11]2)[CH:3]=1.[CH3:27][C:28]1[C:36]2[C:31](=[CH:32][C:33](B3OC(C)(C)C(C)(C)O3)=[CH:34][CH:35]=2)[NH:30][N:29]=1.C1(P(C2CCCCC2)C2CCCCC2)CCCCC1.[O-]P([O-])([O-])=O.[K+].[K+].[K+].